From a dataset of Forward reaction prediction with 1.9M reactions from USPTO patents (1976-2016). Predict the product of the given reaction. (1) Given the reactants [C:1]([O:5][C:6]([NH:8][C@@H:9]1[CH2:13][CH2:12][CH2:11][C@H:10]1[OH:14])=[O:7])([CH3:4])([CH3:3])[CH3:2].C1(P(C2C=CC=CC=2)C2C=CC=CC=2)C=CC=CC=1.[N+:34]([C:37]1[CH:45]=[CH:44][C:40]([C:41](O)=[O:42])=[CH:39][CH:38]=1)([O-:36])=[O:35].N(C(OC(C)C)=O)=NC(OC(C)C)=O, predict the reaction product. The product is: [C:1]([O:5][C:6]([NH:8][C@H:9]1[CH2:13][CH2:12][CH2:11][C@H:10]1[O:14][C:41](=[O:42])[C:40]1[CH:39]=[CH:38][C:37]([N+:34]([O-:36])=[O:35])=[CH:45][CH:44]=1)=[O:7])([CH3:4])([CH3:2])[CH3:3]. (2) The product is: [CH3:28][O:29][C:30](=[O:58])[CH2:31][C:32]1[C:33](=[O:57])[N:34]([CH2:55][CH3:56])[C:35]2[C:40]([CH:41]=1)=[CH:39][CH:38]=[C:37]([O:42][CH2:43][CH2:44][CH2:45][CH2:46][NH2:47])[CH:36]=2. Given the reactants COC(=O)CC1CC2C(=CC(OCCNC(OC(C)(C)C)=O)=CC=2)NC1=O.[CH3:28][O:29][C:30](=[O:58])[CH2:31][C:32]1[C:33](=[O:57])[N:34]([CH2:55][CH3:56])[C:35]2[C:40]([CH:41]=1)=[CH:39][CH:38]=[C:37]([O:42][CH2:43][CH2:44][CH2:45][CH2:46][NH:47]C(OC(C)(C)C)=O)[CH:36]=2, predict the reaction product. (3) Given the reactants C([O:3][C:4]([C:6]1[C:7]2[N:8]=[CH:9][CH:10]=[N:11][C:12]=2[C:13]([C:16]2[C:21]([F:22])=[C:20]([O:23][CH3:24])[CH:19]=[C:18]([O:25][CH3:26])[C:17]=2[F:27])=[CH:14][CH:15]=1)=O)C.[N:28]1([CH2:33][C:34]2[CH:35]=[CH:36][C:37]([NH2:40])=[N:38][CH:39]=2)[CH:32]=[CH:31][N:30]=[CH:29]1.C[Al](C)C.C([O-])(O)=O.[Na+], predict the reaction product. The product is: [N:28]1([CH2:33][C:34]2[CH:35]=[CH:36][C:37]([NH:40][C:4]([C:6]3[C:7]4[N:8]=[CH:9][CH:10]=[N:11][C:12]=4[C:13]([C:16]4[C:17]([F:27])=[C:18]([O:25][CH3:26])[CH:19]=[C:20]([O:23][CH3:24])[C:21]=4[F:22])=[CH:14][CH:15]=3)=[O:3])=[N:38][CH:39]=2)[CH:32]=[CH:31][N:30]=[CH:29]1. (4) Given the reactants [CH3:1][C:2]1[CH:7]=[C:6]([O:8][CH:9]2[CH2:14][CH2:13][O:12][CH2:11][CH2:10]2)[CH:5]=[CH:4][C:3]=1[C:15]1[C:19]2[CH:20]=[C:21]([O:24][CH2:25][C:26]3[CH:31]=[CH:30][C:29]([C@@H:32]([C:39]#[C:40][CH3:41])[CH2:33][C:34]([O:36]CC)=[O:35])=[CH:28][CH:27]=3)[CH:22]=[CH:23][C:18]=2[S:17][CH:16]=1.[Li+].[OH-].Cl, predict the reaction product. The product is: [CH3:1][C:2]1[CH:7]=[C:6]([O:8][CH:9]2[CH2:14][CH2:13][O:12][CH2:11][CH2:10]2)[CH:5]=[CH:4][C:3]=1[C:15]1[C:19]2[CH:20]=[C:21]([O:24][CH2:25][C:26]3[CH:27]=[CH:28][C:29]([C@@H:32]([C:39]#[C:40][CH3:41])[CH2:33][C:34]([OH:36])=[O:35])=[CH:30][CH:31]=3)[CH:22]=[CH:23][C:18]=2[S:17][CH:16]=1. (5) Given the reactants C([Li])CCC.C(NC(C)C)(C)C.[C:13]([OH:22])(=[O:21])[CH2:14][CH2:15][CH2:16][CH2:17][CH2:18][CH2:19][CH3:20].[C:23]([Si:27]([CH3:37])([CH3:36])[O:28][CH2:29][CH2:30][CH2:31][CH2:32][CH2:33][CH:34]=[O:35])([CH3:26])([CH3:25])[CH3:24].[Cl-].[NH4+], predict the reaction product. The product is: [C:23]([Si:27]([CH3:37])([CH3:36])[O:28][CH2:29][CH2:30][CH2:31][CH2:32][CH2:33][CH:34]([OH:35])[CH:14]([CH2:15][CH2:16][CH2:17][CH2:18][CH2:19][CH3:20])[C:13]([OH:22])=[O:21])([CH3:26])([CH3:25])[CH3:24]. (6) Given the reactants [O:1]=[C:2]1[NH:6][C:5](=[O:7])[C:4](=[CH:8][C:9]2[CH:14]=[CH:13][C:12]([C:15]3[CH:20]=[CH:19][CH:18]=[C:17]([C:21]([OH:23])=O)[CH:16]=3)=[CH:11][CH:10]=2)[S:3]1.ON1C2C=CC=CC=2N=N1.[CH2:34]([NH2:41])[C:35]1[CH:40]=[CH:39][CH:38]=[CH:37][CH:36]=1.Cl.CN(C)CCCN=C=NCC, predict the reaction product. The product is: [CH2:34]([NH:41][C:21]([C:17]1[CH:16]=[C:15]([C:12]2[CH:11]=[CH:10][C:9]([CH:8]=[C:4]3[S:3][C:2](=[O:1])[NH:6][C:5]3=[O:7])=[CH:14][CH:13]=2)[CH:20]=[CH:19][CH:18]=1)=[O:23])[C:35]1[CH:40]=[CH:39][CH:38]=[CH:37][CH:36]=1.